Dataset: Forward reaction prediction with 1.9M reactions from USPTO patents (1976-2016). Task: Predict the product of the given reaction. (1) Given the reactants [C:1]([OH:5])(=[O:4])[CH2:2][OH:3].C(N(CC)CC)C.[CH2:13](Br)[C:14]1[CH:19]=[CH:18][CH:17]=[CH:16][CH:15]=1.C(OCC)(=O)C, predict the reaction product. The product is: [C:1]([O:5][CH2:13][C:14]1[CH:19]=[CH:18][CH:17]=[CH:16][CH:15]=1)(=[O:4])[CH2:2][OH:3]. (2) The product is: [F:24][C:25]1[CH:30]=[CH:29][CH:28]=[CH:27][C:26]=1[C:2]1[C:10]2[O:9][CH:8]([CH2:11][O:12][S:13]([C:16]3[CH:17]=[CH:18][C:19]([CH3:22])=[CH:20][CH:21]=3)(=[O:14])=[O:15])[O:7][C:6]=2[CH:5]=[C:4]([Cl:23])[CH:3]=1. Given the reactants Br[C:2]1[C:10]2[O:9][CH:8]([CH2:11][O:12][S:13]([C:16]3[CH:21]=[CH:20][C:19]([CH3:22])=[CH:18][CH:17]=3)(=[O:15])=[O:14])[O:7][C:6]=2[CH:5]=[C:4]([Cl:23])[CH:3]=1.[F:24][C:25]1[CH:30]=[CH:29][CH:28]=[CH:27][C:26]=1B(O)O, predict the reaction product. (3) Given the reactants CO[C:3](=[O:15])[C:4]1[C:9]([N+:10]([O-:12])=[O:11])=[CH:8][CH:7]=[CH:6][C:5]=1[CH:13]=O.Cl.[C:17]([C:21]1[CH:26]=[CH:25][C:24]([NH:27][NH2:28])=[CH:23][CH:22]=1)([CH3:20])([CH3:19])[CH3:18].CC(O)=O.O1CCOCC1, predict the reaction product. The product is: [C:17]([C:21]1[CH:22]=[CH:23][C:24]([N:27]2[N:28]=[CH:13][C:5]3[C:4](=[C:9]([N+:10]([O-:12])=[O:11])[CH:8]=[CH:7][CH:6]=3)[C:3]2=[O:15])=[CH:25][CH:26]=1)([CH3:20])([CH3:18])[CH3:19]. (4) Given the reactants Br[C:2]1[CH:7]=[CH:6][CH:5]=[CH:4][N:3]=1.[CH2:8]([C:12]1[S:13][C:14]2[CH:20]=[CH:19][CH:18]=[C:17]([CH3:21])[C:15]=2[N:16]=1)[CH2:9][C:10]#[CH:11], predict the reaction product. The product is: [CH3:21][C:17]1[C:15]2[N:16]=[C:12]([CH2:8][CH2:9][C:10]#[C:11][C:2]3[CH:7]=[CH:6][CH:5]=[CH:4][N:3]=3)[S:13][C:14]=2[CH:20]=[CH:19][CH:18]=1.[S:13]1[C:14]2[CH:20]=[CH:19][CH:18]=[CH:17][C:15]=2[N:16]=[CH:12]1. (5) Given the reactants Cl[C:2](Cl)([O:4]C(=O)OC(Cl)(Cl)Cl)Cl.[OH:13][CH2:14][CH2:15][N:16]1[CH2:21][CH2:20][N:19]([C:22]([O:24][C:25]([CH3:28])([CH3:27])[CH3:26])=[O:23])[CH2:18][CH2:17]1.Cl.[OH:30][C:31]1[CH:44]=[CH:43][C:34]([CH2:35][C@@:36]([NH2:42])([CH3:41])[C:37]([O:39][CH3:40])=[O:38])=[CH:33][CH:32]=1, predict the reaction product. The product is: [CH3:40][O:39][C:37]([C@:36]([NH:42][C:2](=[O:4])[O:13][CH2:14][CH2:15][N:16]1[CH2:21][CH2:20][N:19]([C:22]([O:24][C:25]([CH3:28])([CH3:27])[CH3:26])=[O:23])[CH2:18][CH2:17]1)([CH3:41])[CH2:35][C:34]1[CH:33]=[CH:32][C:31]([OH:30])=[CH:44][CH:43]=1)=[O:38]. (6) The product is: [CH3:14][N:18]([CH3:17])[C:2]1[N:7]=[C:6]([CH2:8][C:9]([O:11][CH2:12][CH3:13])=[O:10])[CH:5]=[CH:4][CH:3]=1. Given the reactants N[C:2]1[N:7]=[C:6]([CH2:8][C:9]([O:11][CH2:12][CH3:13])=[O:10])[CH:5]=[CH:4][CH:3]=1.[CH2:14]=O.[BH3-][C:17]#[N:18].[Na+], predict the reaction product. (7) Given the reactants Br[C:2]1[C:13](=[O:14])[N:12]([CH2:15][CH3:16])[C:5]2[N:6]=[C:7]([S:10][CH3:11])[N:8]=[CH:9][C:4]=2[CH:3]=1.[CH2:17]([NH:19][S:20]([C:23]1[CH:28]=[CH:27][C:26](B(O)O)=[C:25]([CH3:32])[CH:24]=1)(=[O:22])=[O:21])[CH3:18].P([O-])([O-])([O-])=O.[K+].[K+].[K+], predict the reaction product. The product is: [CH2:17]([NH:19][S:20]([C:23]1[CH:28]=[CH:27][C:26]([C:2]2[C:13](=[O:14])[N:12]([CH2:15][CH3:16])[C:5]3[N:6]=[C:7]([S:10][CH3:11])[N:8]=[CH:9][C:4]=3[CH:3]=2)=[C:25]([CH3:32])[CH:24]=1)(=[O:21])=[O:22])[CH3:18]. (8) Given the reactants [CH3:1][O:2][C:3]1[CH:12]=[C:11]2[C:6]([C:7](=O)[NH:8][CH:9]=[N:10]2)=[CH:5][C:4]=1[O:14][CH2:15][CH2:16][CH2:17][N:18]1[CH2:23][CH2:22][O:21][CH2:20][CH2:19]1.CCN(CC)CC.O=P(Cl)(Cl)Cl.[Cl:36][C:37]1[CH:38]=[C:39]([CH:41]=[CH:42][C:43]=1[F:44])[NH2:40], predict the reaction product. The product is: [CH3:1][O:2][C:3]1[CH:12]=[C:11]2[N:10]=[CH:9][N:8]=[C:7]([NH:40][C:39]3[CH:41]=[CH:42][C:43]([F:44])=[C:37]([Cl:36])[CH:38]=3)[C:6]2=[CH:5][C:4]=1[O:14][CH2:15][CH2:16][CH2:17][N:18]1[CH2:23][CH2:22][O:21][CH2:20][CH2:19]1.